From a dataset of Reaction yield outcomes from USPTO patents with 853,638 reactions. Predict the reaction yield, written as a fraction of the theoretical maximum amount of product (1.0 means a 100% yield; for example, 0.34 means a 34% yield). (1) The reactants are CN(C)/C=[CH:4]/[C:5]1[C:14]([N+:15]([O-:17])=[O:16])=[C:13]2[C:8]([CH:9]=[CH:10][CH:11]=[N:12]2)=[CH:7][CH:6]=1.C1C[O:22]CC1.O. No catalyst specified. The product is [N+:15]([C:14]1[C:5]([CH:4]=[O:22])=[CH:6][CH:7]=[C:8]2[C:13]=1[N:12]=[CH:11][CH:10]=[CH:9]2)([O-:17])=[O:16]. The yield is 0.710. (2) The reactants are [C:1]([O:5][C:6]([N:8]([C@H:16]1[CH2:24][O:23][CH2:22][C@H:21]([CH2:25][C:26]2[C:35]3[C:30](=[CH:31][CH:32]=[CH:33][CH:34]=3)[CH:29]=[CH:28][CH:27]=2)[C@@H:20]([OH:36])[C@H:19]([CH3:37])[O:18][C:17]1=[O:38])[C:9](=[O:15])[O:10][C:11]([CH3:14])([CH3:13])[CH3:12])=[O:7])([CH3:4])([CH3:3])[CH3:2].C(=O)(O[CH:46]1[CH2:50][CH2:49][CH:48]=[CH:47]1)OC(C)(C)C. The catalyst is C1(C)C=CC=CC=1.C1C=CC(/C=C/C(/C=C/C2C=CC=CC=2)=O)=CC=1.C1C=CC(/C=C/C(/C=C/C2C=CC=CC=2)=O)=CC=1.C1C=CC(/C=C/C(/C=C/C2C=CC=CC=2)=O)=CC=1.[Pd].[Pd].C1C=CC(P(C2C=CC=CC=2)[C-]2C=CC=C2)=CC=1.C1C=CC(P(C2C=CC=CC=2)[C-]2C=CC=C2)=CC=1.[Fe+2]. The yield is 0.890. The product is [C:11]([O:10][C:9]([N:8]([C@H:16]1[CH2:24][O:23][CH2:22][C@H:21]([CH2:25][C:26]2[C:35]3[C:30](=[CH:31][CH:32]=[CH:33][CH:34]=3)[CH:29]=[CH:28][CH:27]=2)[C@@H:20]([O:36][CH:50]2[CH2:49][CH2:48][CH:47]=[CH:46]2)[C@H:19]([CH3:37])[O:18][C:17]1=[O:38])[C:6](=[O:7])[O:5][C:1]([CH3:2])([CH3:3])[CH3:4])=[O:15])([CH3:13])([CH3:14])[CH3:12]. (3) The product is [CH3:56][N:55]([CH3:57])[O:54][CH2:53][CH2:52][O:51][C@@H:39]1[C@H:38]([OH:58])[C@@H:37]([CH2:36][OH:35])[O:41][C@H:40]1[N:42]1[CH:49]=[C:48]([CH3:50])[C:46](=[O:47])[NH:45][C:43]1=[O:44]. The reactants are F.F.F.C(N(CC)CC)C.C(N(CC)CC)C.[Si]([O:35][CH2:36][C@H:37]1[O:41][C@@H:40]([N:42]2[CH:49]=[C:48]([CH3:50])[C:46](=[O:47])[NH:45][C:43]2=[O:44])[C@H:39]([O:51][CH2:52][CH2:53][O:54][N:55]([CH3:57])[CH3:56])[C@@H:38]1[OH:58])(C(C)(C)C)(C1C=CC=CC=1)C1C=CC=CC=1.CO. The catalyst is C1COCC1.C(Cl)Cl. The yield is 0.925. (4) The reactants are [C:12]([O:11][C:9](O[C:9]([O:11][C:12]([CH3:15])([CH3:14])[CH3:13])=[O:10])=[O:10])([CH3:15])([CH3:14])[CH3:13].[CH2:16]([NH2:19])[CH2:17][NH2:18]. The catalyst is ClCCl. The product is [NH2:18][CH2:17][CH2:16][NH:19][C:9](=[O:10])[O:11][C:12]([CH3:13])([CH3:14])[CH3:15]. The yield is 0.880.